From a dataset of Catalyst prediction with 721,799 reactions and 888 catalyst types from USPTO. Predict which catalyst facilitates the given reaction. Reactant: [Cl:1][C:2]1[C:10]2[N:9]=[C:8]3[N:11]([C:15]4[CH:20]=[CH:19][C:18]([Cl:21])=[CH:17][C:16]=4[Cl:22])[CH2:12][CH2:13][CH2:14][N:7]3[C:6]=2[C:5]([CH:23]([NH2:26])[CH2:24][CH3:25])=[CH:4][CH:3]=1.C(N(CC)CC)C.[F:34][C:35]([F:42])([F:41])[C:36](OCC)=[O:37]. The catalyst class is: 10. Product: [Cl:1][C:2]1[C:10]2[N:9]=[C:8]3[N:11]([C:15]4[CH:20]=[CH:19][C:18]([Cl:21])=[CH:17][C:16]=4[Cl:22])[CH2:12][CH2:13][CH2:14][N:7]3[C:6]=2[C:5]([CH:23]([NH:26][C:36](=[O:37])[C:35]([F:42])([F:41])[F:34])[CH2:24][CH3:25])=[CH:4][CH:3]=1.